From a dataset of Full USPTO retrosynthesis dataset with 1.9M reactions from patents (1976-2016). Predict the reactants needed to synthesize the given product. (1) The reactants are: Br[CH2:2][C:3]([C:5]1[CH:10]=[CH:9][C:8]([S:11][C:12]2[CH:17]=[CH:16][CH:15]=[CH:14][C:13]=2[CH:18]([CH3:20])[CH3:19])=[C:7]([Cl:21])[C:6]=1[Cl:22])=O.[C:23]([N:26]1[CH2:31][CH2:30][N:29]([C:32](=[O:34])[CH3:33])[CH2:28][CH2:27]1)(=[S:25])[NH2:24]. Given the product [Cl:22][C:6]1[C:7]([Cl:21])=[C:8]([S:11][C:12]2[CH:17]=[CH:16][CH:15]=[CH:14][C:13]=2[CH:18]([CH3:20])[CH3:19])[CH:9]=[CH:10][C:5]=1[C:3]1[N:24]=[C:23]([N:26]2[CH2:31][CH2:30][N:29]([C:32](=[O:34])[CH3:33])[CH2:28][CH2:27]2)[S:25][CH:2]=1, predict the reactants needed to synthesize it. (2) Given the product [CH2:1]([O:3][C:4]([C:5]1[CH:20]2[CH2:19][N:18]([C:21](=[O:23])[CH3:22])[CH2:17][CH2:16][C:15]2([N:10]2[CH2:11][CH2:12][CH2:13][CH2:14]2)[O:8][N:7]=1)=[O:9])[CH3:2], predict the reactants needed to synthesize it. The reactants are: [CH2:1]([O:3][C:4](=[O:9])[C:5](=[N:7][OH:8])Cl)[CH3:2].[N:10]1([C:15]2[CH2:16][CH2:17][N:18]([C:21](=[O:23])[CH3:22])[CH2:19][CH:20]=2)[CH2:14][CH2:13][CH2:12][CH2:11]1.C(N(CC)CC)C. (3) Given the product [C:17]([NH:24][C@@H:25]([C:29]([N:1]1[CH2:2][CH2:3][CH:4]=[CH:5][CH2:6]1)=[O:30])[CH:26]([CH3:27])[CH3:28])([O:19][C:20]([CH3:21])([CH3:23])[CH3:22])=[O:18], predict the reactants needed to synthesize it. The reactants are: [NH:1]1[CH:6]=[CH:5][CH2:4][CH2:3][CH2:2]1.C1C=CC2N(O)N=NC=2C=1.[C:17]([NH:24][C@@H:25]([C:29](O)=[O:30])[CH:26]([CH3:28])[CH3:27])([O:19][C:20]([CH3:23])([CH3:22])[CH3:21])=[O:18].C(Cl)CCl.